From a dataset of Catalyst prediction with 721,799 reactions and 888 catalyst types from USPTO. Predict which catalyst facilitates the given reaction. (1) Reactant: C(O[C:6](=O)[NH:7][C:8]1[CH:13]=[C:12]([F:14])[C:11]([F:15])=[CH:10][C:9]=1[NH2:16])(C)(C)C.[CH3:18][O:19][C:20]1[N:28]=[C:27]([O:29][CH3:30])[CH:26]=[CH:25][C:21]=1[C:22](O)=O.[CH2:31]([N+:38]#[C-])[C:32]1[CH:37]=[CH:36][CH:35]=[CH:34][CH:33]=1.Cl.[C:41](=[O:44])(O)[O-].[Na+]. Product: [CH2:31]([NH:38][C:41](=[O:44])[CH:6]([CH:8]1[CH2:13][CH2:12][CH2:11][CH2:10][CH2:9]1)[N:7]1[C:8]2[CH:13]=[C:12]([F:14])[C:11]([F:15])=[CH:10][C:9]=2[N:16]=[C:22]1[C:21]1[C:20]([O:19][CH3:18])=[N:28][C:27]([O:29][CH3:30])=[CH:26][CH:25]=1)[C:32]1[CH:37]=[CH:36][CH:35]=[CH:34][CH:33]=1. The catalyst class is: 71. (2) Reactant: [CH3:1][C:2]1([CH3:22])[CH2:10][C:9]2[NH:8][N:7]=[C:6]([C:11]3[NH:12][C:13]4[C:18]([CH:19]=3)=[CH:17][CH:16]=[C:15]([NH:20][CH3:21])[CH:14]=4)[C:5]=2[CH2:4][CH2:3]1.[O:23]=[C:24]1[CH2:29][O:28][CH2:27][CH2:26][N:25]1[CH2:30][C:31]([OH:33])=O.Cl.C(N=C=NCCCN(C)C)C. Product: [CH3:1][C:2]1([CH3:22])[CH2:10][C:9]2[NH:8][N:7]=[C:6]([C:11]3[NH:12][C:13]4[C:18]([CH:19]=3)=[CH:17][CH:16]=[C:15]([N:20]([CH3:21])[C:31](=[O:33])[CH2:30][N:25]3[CH2:26][CH2:27][O:28][CH2:29][C:24]3=[O:23])[CH:14]=4)[C:5]=2[CH2:4][CH2:3]1. The catalyst class is: 17. (3) Reactant: [Cl:1][C:2]1[CH:3]=[C:4]([Mg]Br)[CH:5]=[CH:6][C:7]=1[F:8].[CH3:11][O:12][C:13]1[CH:14]=[C:15]([CH:24]=[CH:25][CH:26]=1)[CH2:16][N:17]1[CH2:22][CH2:21][C:20](=[O:23])[CH2:19][CH2:18]1. Product: [Cl:1][C:2]1[CH:3]=[C:4]([C:20]2([OH:23])[CH2:19][CH2:18][N:17]([CH2:16][C:15]3[CH:24]=[CH:25][CH:26]=[C:13]([O:12][CH3:11])[CH:14]=3)[CH2:22][CH2:21]2)[CH:5]=[CH:6][C:7]=1[F:8]. The catalyst class is: 7. (4) Reactant: [CH3:1][O:2][C:3]1[CH:8]=[CH:7][C:6]([N:9]([CH3:32])[C:10]2[C:19]3[C:14](=[CH:15][CH:16]=[CH:17][CH:18]=3)[N:13]=[C:12]([CH2:20][N:21]3C(=O)C4C(=CC=CC=4)C3=O)[N:11]=2)=[CH:5][CH:4]=1.O.NN.Cl. Product: [NH2:21][CH2:20][C:12]1[N:11]=[C:10]([N:9]([C:6]2[CH:5]=[CH:4][C:3]([O:2][CH3:1])=[CH:8][CH:7]=2)[CH3:32])[C:19]2[C:14](=[CH:15][CH:16]=[CH:17][CH:18]=2)[N:13]=1. The catalyst class is: 14. (5) Reactant: [C:1]([O:5][C:6](=[O:48])[NH:7][C@H:8]([CH2:23][NH:24][C@@H:25]([C:29]1[N:38]([CH2:39][C:40]2[CH:45]=[CH:44][CH:43]=[CH:42][CH:41]=2)[C:37](=[O:46])[C:36]2[C:31](=[CH:32][C:33]([Cl:47])=[CH:34][CH:35]=2)[N:30]=1)[CH:26]([CH3:28])[CH3:27])[CH2:9][CH2:10][CH2:11][NH:12][C:13]([O:15][CH2:16][C:17]1[CH:22]=[CH:21][CH:20]=[CH:19][CH:18]=1)=[O:14])([CH3:4])([CH3:3])[CH3:2].C(N(CC)CC)C.[C:56]1([CH3:65])[CH:61]=[CH:60][C:59]([C:62](Cl)=[O:63])=[CH:58][CH:57]=1. Product: [C:1]([O:5][C:6](=[O:48])[NH:7][CH:8]([CH2:23][N:24]([CH:25]([C:29]1[N:38]([CH2:39][C:40]2[CH:41]=[CH:42][CH:43]=[CH:44][CH:45]=2)[C:37](=[O:46])[C:36]2[C:31](=[CH:32][C:33]([Cl:47])=[CH:34][CH:35]=2)[N:30]=1)[CH:26]([CH3:28])[CH3:27])[C:62]([C:59]1[CH:60]=[CH:61][C:56]([CH3:65])=[CH:57][CH:58]=1)=[O:63])[CH2:9][CH2:10][CH2:11][NH:12][C:13]([O:15][CH2:16][C:17]1[CH:18]=[CH:19][CH:20]=[CH:21][CH:22]=1)=[O:14])([CH3:3])([CH3:4])[CH3:2]. The catalyst class is: 11. (6) Reactant: [O:1]1[CH2:4][CH:3]([NH:5][C:6]2[C:7]([C:12]([O:14][CH2:15][CH3:16])=[O:13])=[N:8][CH:9]=[CH:10][CH:11]=2)[CH2:2]1.C1C(=O)N([Br:24])C(=O)C1. Product: [Br:24][C:9]1[N:8]=[C:7]([C:12]([O:14][CH2:15][CH3:16])=[O:13])[C:6]([NH:5][CH:3]2[CH2:4][O:1][CH2:2]2)=[CH:11][CH:10]=1. The catalyst class is: 10. (7) Reactant: [CH3:1][NH:2][C:3](=[O:14])[C:4]1[CH:9]=[CH:8][C:7]([N+:10]([O-:12])=[O:11])=[C:6](F)[CH:5]=1.C(N(C(C)C)CC)(C)C.[CH2:24]([NH2:28])[CH2:25][CH2:26][CH3:27]. Product: [CH3:1][NH:2][C:3](=[O:14])[C:4]1[CH:9]=[CH:8][C:7]([N+:10]([O-:12])=[O:11])=[C:6]([NH:28][CH2:24][CH2:25][CH2:26][CH3:27])[CH:5]=1. The catalyst class is: 3. (8) Reactant: Br[C:2]1[C:3]([Cl:13])=[C:4]([N+:10]([O-:12])=[O:11])[CH:5]=[C:6]([F:9])[C:7]=1[Cl:8].[OH-:14].[Na+].[CH3:16][O-].[Na+]. Product: [Cl:13][C:3]1[C:2]([O:14][CH3:16])=[C:7]([Cl:8])[C:6]([F:9])=[CH:5][C:4]=1[N+:10]([O-:12])=[O:11]. The catalyst class is: 5. (9) The catalyst class is: 86. Reactant: [Br:1]Br.[CH3:3][O:4][C:5]1[CH:6]=[C:7]([CH:11]=[CH:12][C:13]=1[CH3:14])[C:8]([OH:10])=[O:9]. Product: [Br:1][C:11]1[CH:12]=[C:13]([CH3:14])[C:5]([O:4][CH3:3])=[CH:6][C:7]=1[C:8]([OH:10])=[O:9].